This data is from Retrosynthesis with 50K atom-mapped reactions and 10 reaction types from USPTO. The task is: Predict the reactants needed to synthesize the given product. (1) Given the product C=C(C)[C@@H]1CC[C@]2(NCC(=O)N(C)C)CC[C@]3(C)[C@H](CC[C@@H]4[C@@]5(C)CC=C(c6ccc(C(=O)O)cc6)C(C)(C)[C@@H]5CC[C@]43C)[C@@H]12, predict the reactants needed to synthesize it. The reactants are: C=C(C)[C@@H]1CC[C@]2(NCC(=O)N(C)C)CC[C@]3(C)[C@H](CC[C@@H]4[C@@]5(C)CC=C(c6ccc(C(=O)OC)cc6)C(C)(C)[C@@H]5CC[C@]43C)[C@@H]12. (2) Given the product OCCCCCCc1ccccc1, predict the reactants needed to synthesize it. The reactants are: O=C(O)CCCCCc1ccccc1.